Dataset: Catalyst prediction with 721,799 reactions and 888 catalyst types from USPTO. Task: Predict which catalyst facilitates the given reaction. (1) Reactant: [C:1]([O:7][C:8]([CH3:11])([CH3:10])[CH3:9])(=[O:6])[CH2:2][C:3]([CH3:5])=O.[F:12][C:13]1[C:20]([F:21])=[CH:19][CH:18]=[CH:17][C:14]=1[CH:15]=O.[NH4+:22].[OH-:23]. Product: [F:12][C:13]1[C:20]([F:21])=[CH:19][CH:18]=[CH:17][C:14]=1[CH:15]1[C:2]([C:1]([O:7][C:8]([CH3:11])([CH3:10])[CH3:9])=[O:6])=[C:3]([CH3:5])[NH:22][C:3]([CH3:5])=[C:2]1[C:1]([O:7][C:8]([CH3:11])([CH3:10])[CH3:9])=[O:23]. The catalyst class is: 271. (2) Reactant: [CH:1]1([CH2:7][N:8]2[C:16]3[C:11](=[CH:12][CH:13]=[CH:14][C:15]=3[O:17][CH3:18])[C:10]([C:19]3[N:23]=[C:22]([CH2:24]OS(C)(=O)=O)[S:21][N:20]=3)=[CH:9]2)[CH2:6][CH2:5][CH2:4][CH2:3][CH2:2]1.[CH2:30]([NH:32][CH2:33][CH3:34])[CH3:31].[Cl:35]CCl. Product: [ClH:35].[CH:1]1([CH2:7][N:8]2[C:16]3[C:11](=[CH:12][CH:13]=[CH:14][C:15]=3[O:17][CH3:18])[C:10]([C:19]3[N:23]=[C:22]([CH2:24][N:32]([CH2:33][CH3:34])[CH2:30][CH3:31])[S:21][N:20]=3)=[CH:9]2)[CH2:6][CH2:5][CH2:4][CH2:3][CH2:2]1. The catalyst class is: 7. (3) Reactant: C(OP([CH2:9][C:10]([O:12][CH2:13][CH3:14])=[O:11])(OCC)=O)C.[H-].[Na+].[Cl:17][C:18]1[CH:19]=[CH:20][C:21]([CH:39]=O)=[C:22]2[C:26]=1[N:25]=[C:24]1[N:27]([C:31]3[CH:36]=[CH:35][C:34]([Cl:37])=[CH:33][C:32]=3[Cl:38])[CH2:28][CH2:29][CH2:30][N:23]21.O. Product: [Cl:17][C:18]1[C:26]2[N:25]=[C:24]3[N:27]([C:31]4[CH:36]=[CH:35][C:34]([Cl:37])=[CH:33][C:32]=4[Cl:38])[CH2:28][CH2:29][CH2:30][N:23]3[C:22]=2[C:21](/[CH:39]=[CH:9]/[C:10]([O:12][CH2:13][CH3:14])=[O:11])=[CH:20][CH:19]=1. The catalyst class is: 7.